This data is from NCI-60 drug combinations with 297,098 pairs across 59 cell lines. The task is: Regression. Given two drug SMILES strings and cell line genomic features, predict the synergy score measuring deviation from expected non-interaction effect. (1) Drug 1: CN(C)N=NC1=C(NC=N1)C(=O)N. Synergy scores: CSS=48.7, Synergy_ZIP=-0.658, Synergy_Bliss=-0.690, Synergy_Loewe=-7.10, Synergy_HSA=-0.390. Cell line: RPMI-8226. Drug 2: C1=CC(=CC=C1CCCC(=O)O)N(CCCl)CCCl. (2) Drug 1: CCN(CC)CCNC(=O)C1=C(NC(=C1C)C=C2C3=C(C=CC(=C3)F)NC2=O)C. Drug 2: C1CCC(C(C1)N)N.C(=O)(C(=O)[O-])[O-].[Pt+4]. Cell line: NCI-H460. Synergy scores: CSS=26.8, Synergy_ZIP=-1.17, Synergy_Bliss=-1.29, Synergy_Loewe=-12.4, Synergy_HSA=-0.831. (3) Drug 1: C1CC(=O)NC(=O)C1N2C(=O)C3=CC=CC=C3C2=O. Drug 2: CCC1(C2=C(COC1=O)C(=O)N3CC4=CC5=C(C=CC(=C5CN(C)C)O)N=C4C3=C2)O.Cl. Cell line: A498. Synergy scores: CSS=-11.2, Synergy_ZIP=-1.02, Synergy_Bliss=-16.5, Synergy_Loewe=-36.0, Synergy_HSA=-23.2. (4) Drug 1: C1CC(C1)(C2=CC=C(C=C2)C3=C(C=C4C(=N3)C=CN5C4=NNC5=O)C6=CC=CC=C6)N. Drug 2: C1CCC(C(C1)[NH-])[NH-].C(=O)(C(=O)[O-])[O-].[Pt+4]. Cell line: HCT116. Synergy scores: CSS=36.4, Synergy_ZIP=0.789, Synergy_Bliss=-1.64, Synergy_Loewe=-2.18, Synergy_HSA=0.110. (5) Drug 1: CN(CCCl)CCCl.Cl. Drug 2: N.N.Cl[Pt+2]Cl. Cell line: NCI-H322M. Synergy scores: CSS=2.64, Synergy_ZIP=0.125, Synergy_Bliss=1.01, Synergy_Loewe=0.0293, Synergy_HSA=-0.819. (6) Drug 1: C1CNP(=O)(OC1)N(CCCl)CCCl. Drug 2: CC1CCCC2(C(O2)CC(NC(=O)CC(C(C(=O)C(C1O)C)(C)C)O)C(=CC3=CSC(=N3)C)C)C. Cell line: NCI/ADR-RES. Synergy scores: CSS=-3.50, Synergy_ZIP=1.66, Synergy_Bliss=1.59, Synergy_Loewe=-8.48, Synergy_HSA=-4.09. (7) Drug 1: CC1=CC=C(C=C1)C2=CC(=NN2C3=CC=C(C=C3)S(=O)(=O)N)C(F)(F)F. Drug 2: CC1=C(C=C(C=C1)C(=O)NC2=CC(=CC(=C2)C(F)(F)F)N3C=C(N=C3)C)NC4=NC=CC(=N4)C5=CN=CC=C5. Cell line: A498. Synergy scores: CSS=3.98, Synergy_ZIP=0.303, Synergy_Bliss=1.70, Synergy_Loewe=-0.914, Synergy_HSA=-0.0837. (8) Drug 1: CC1=CC=C(C=C1)C2=CC(=NN2C3=CC=C(C=C3)S(=O)(=O)N)C(F)(F)F. Drug 2: CCN(CC)CCNC(=O)C1=C(NC(=C1C)C=C2C3=C(C=CC(=C3)F)NC2=O)C. Cell line: SF-539. Synergy scores: CSS=4.48, Synergy_ZIP=-2.18, Synergy_Bliss=-2.33, Synergy_Loewe=-0.363, Synergy_HSA=-2.90. (9) Drug 1: CC=C1C(=O)NC(C(=O)OC2CC(=O)NC(C(=O)NC(CSSCCC=C2)C(=O)N1)C(C)C)C(C)C. Drug 2: CC1CCCC2(C(O2)CC(NC(=O)CC(C(C(=O)C(C1O)C)(C)C)O)C(=CC3=CSC(=N3)C)C)C. Cell line: SW-620. Synergy scores: CSS=75.3, Synergy_ZIP=5.94, Synergy_Bliss=4.56, Synergy_Loewe=5.23, Synergy_HSA=6.07.